This data is from Catalyst prediction with 721,799 reactions and 888 catalyst types from USPTO. The task is: Predict which catalyst facilitates the given reaction. (1) Reactant: [CH3:1][C:2]1([CH3:18])[CH2:6][CH:5]2[CH:7]([CH2:16][OH:17])[C:8]([N+:13]([O-:15])=[O:14])=[C:9]([CH3:12])[C:10]([CH3:11])=[C:4]2[O:3]1.C(N(CC)CC)C.[CH3:26][S:27](Cl)(=[O:29])=[O:28]. Product: [CH3:26][S:27]([O:17][CH2:16][CH:7]1[CH:5]2[CH2:6][C:2]([CH3:18])([CH3:1])[O:3][C:4]2=[C:10]([CH3:11])[C:9]([CH3:12])=[C:8]1[N+:13]([O-:15])=[O:14])(=[O:29])=[O:28]. The catalyst class is: 11. (2) Reactant: Br[CH:2]=[C:3]([C:5]1[CH:10]=[CH:9][N:8]=[CH:7][CH:6]=1)[CH3:4].P([O-])([O-])([O-])=O.[K+].[K+].[K+].N1CCC[C@H]1C(O)=O.[Cl:27][C:28]1[CH:36]=[CH:35][C:34]2[NH:33][C:32]3[CH2:37][CH2:38][N:39]([C:41]([O:43][CH2:44][C:45]4[CH:50]=[CH:49][CH:48]=[CH:47][CH:46]=4)=[O:42])[CH2:40][C:31]=3[C:30]=2[CH:29]=1. Product: [Cl:27][C:28]1[CH:36]=[CH:35][C:34]2[N:33](/[CH:2]=[C:3](/[C:5]3[CH:10]=[CH:9][N:8]=[CH:7][CH:6]=3)\[CH3:4])[C:32]3[CH2:37][CH2:38][N:39]([C:41]([O:43][CH2:44][C:45]4[CH:50]=[CH:49][CH:48]=[CH:47][CH:46]=4)=[O:42])[CH2:40][C:31]=3[C:30]=2[CH:29]=1. The catalyst class is: 122.